From a dataset of Forward reaction prediction with 1.9M reactions from USPTO patents (1976-2016). Predict the product of the given reaction. (1) Given the reactants Br[C:2]1[CH:3]=[C:4]([Cl:11])[CH:5]=[C:6]2[C:10]=1[NH:9][CH:8]=[CH:7]2.C([Li])CCC.[C:17](=[O:19])=[O:18].O, predict the reaction product. The product is: [Cl:11][C:4]1[CH:5]=[C:6]2[C:10](=[C:2]([C:17]([OH:19])=[O:18])[CH:3]=1)[NH:9][CH:8]=[CH:7]2. (2) Given the reactants [CH2:1]([N:8]([CH2:27][CH2:28][N:29]([CH3:31])[CH3:30])[C:9]1[C:10](=[O:26])[N:11]([C:15]2[CH:16]=[C:17]([CH:22]=[CH:23][C:24]=2[CH3:25])[C:18]([O:20]C)=O)[CH:12]=[CH:13][N:14]=1)[C:2]1[CH:7]=[CH:6][CH:5]=[CH:4][CH:3]=1.[CH:32]1([NH2:35])[CH2:34][CH2:33]1, predict the reaction product. The product is: [CH:32]1([NH:35][C:18](=[O:20])[C:17]2[CH:22]=[CH:23][C:24]([CH3:25])=[C:15]([N:11]3[CH:12]=[CH:13][N:14]=[C:9]([N:8]([CH2:27][CH2:28][N:29]([CH3:31])[CH3:30])[CH2:1][C:2]4[CH:7]=[CH:6][CH:5]=[CH:4][CH:3]=4)[C:10]3=[O:26])[CH:16]=2)[CH2:34][CH2:33]1.